This data is from Full USPTO retrosynthesis dataset with 1.9M reactions from patents (1976-2016). The task is: Predict the reactants needed to synthesize the given product. (1) Given the product [Cl:18][C:19]1[CH:26]=[CH:25][C:22]([CH:23]([C:7]2[CH:8]=[N:9][CH:10]=[CH:11][CH:12]=2)[OH:24])=[C:21]([O:27][CH3:28])[CH:20]=1, predict the reactants needed to synthesize it. The reactants are: [Li]CCCC.Br[C:7]1[CH:8]=[N:9][CH:10]=[CH:11][CH:12]=1.C1COCC1.[Cl:18][C:19]1[CH:26]=[CH:25][C:22]([CH:23]=[O:24])=[C:21]([O:27][CH3:28])[CH:20]=1. (2) Given the product [F:1][C:2]([F:25])([C:15]1[CH:16]=[C:17]2[C:22](=[CH:23][CH:24]=1)[N:21]=[CH:20][CH:19]=[CH:18]2)[C:3]1[N:7]2[N:8]=[C:9](/[C:12](=[N:26]/[N:27]3[CH2:31][C:30](=[O:32])[NH:29][C:28]3=[O:33])/[CH3:13])[CH:10]=[CH:11][C:6]2=[N:5][N:4]=1, predict the reactants needed to synthesize it. The reactants are: [F:1][C:2]([F:25])([C:15]1[CH:16]=[C:17]2[C:22](=[CH:23][CH:24]=1)[N:21]=[CH:20][CH:19]=[CH:18]2)[C:3]1[N:7]2[N:8]=[C:9]([C:12](=O)[CH3:13])[CH:10]=[CH:11][C:6]2=[N:5][N:4]=1.[NH2:26][N:27]1[CH2:31][C:30](=[O:32])[NH:29][C:28]1=[O:33]. (3) Given the product [N+:18]([C:15]1[CH:16]=[CH:17][C:12]([N:1]2[C:5]3=[N:6][CH:7]=[CH:8][CH:9]=[C:4]3[CH2:3][C:2]2=[O:10])=[CH:13][CH:14]=1)([O-:20])=[O:19], predict the reactants needed to synthesize it. The reactants are: [NH:1]1[C:5]2=[N:6][CH:7]=[CH:8][CH:9]=[C:4]2[CH2:3][C:2]1=[O:10].Br[C:12]1[CH:17]=[CH:16][C:15]([N+:18]([O-:20])=[O:19])=[CH:14][CH:13]=1.CNCCNC.[I-].[K+]. (4) Given the product [Cl:8][C:9]1[CH:10]=[N:11][CH:12]=[C:13]([Cl:16])[C:14]=1[CH2:15][CH:29]([C:23]1[C:22]2[N:21]([N:20]=[C:19]([CH:18]([F:32])[F:17])[CH:31]=2)[C:26]([O:27][CH3:28])=[CH:25][CH:24]=1)[OH:30], predict the reactants needed to synthesize it. The reactants are: C(NC(C)C)(C)C.[Cl:8][C:9]1[CH:10]=[N:11][CH:12]=[C:13]([Cl:16])[C:14]=1[CH3:15].[F:17][CH:18]([F:32])[C:19]1[CH:31]=[C:22]2[C:23]([CH:29]=[O:30])=[CH:24][CH:25]=[C:26]([O:27][CH3:28])[N:21]2[N:20]=1.[Cl-].[NH4+]. (5) Given the product [F:1][C:2]([CH3:38])([CH3:37])[CH2:3][N:4]1[CH2:9][CH2:8][CH:7]([CH2:10][O:11][C:12]2[CH:13]=[CH:14][C:15]([C:18]3[C:19]([C:24]([N:26]4[CH2:31][CH2:30][CH2:29][CH2:28][CH:27]4[C:32]([OH:34])=[O:33])=[O:25])=[CH:20][CH:21]=[CH:22][CH:23]=3)=[CH:16][CH:17]=2)[CH2:6][CH2:5]1, predict the reactants needed to synthesize it. The reactants are: [F:1][C:2]([CH3:38])([CH3:37])[CH2:3][N:4]1[CH2:9][CH2:8][CH:7]([CH2:10][O:11][C:12]2[CH:17]=[CH:16][C:15]([C:18]3[C:19]([C:24]([N:26]4[CH2:31][CH2:30][CH2:29][CH2:28][CH:27]4[C:32]([O:34]CC)=[O:33])=[O:25])=[CH:20][CH:21]=[CH:22][CH:23]=3)=[CH:14][CH:13]=2)[CH2:6][CH2:5]1.CO.[Li+].[OH-].Cl. (6) Given the product [C:23]([NH:27][C:28]1[N:29]=[C:30]([N:37]2[CH2:41][CH2:40][C:39]([F:42])([F:43])[CH2:38]2)[C:31]2[C:32](=[N:34][N:35]([CH2:45][C:46]3[CH:51]=[CH:50][CH:49]=[CH:48][C:47]=3[C:52]([F:53])([F:54])[F:55])[N:36]=2)[N:33]=1)([CH3:26])([CH3:24])[CH3:25], predict the reactants needed to synthesize it. The reactants are: C(C1N=C(N2CCC(F)(F)C2)C2C(=NN(CC)N=2)N=1)(C)(C)C.[C:23]([NH:27][C:28]1[N:29]=[C:30]([N:37]2[CH2:41][CH2:40][C:39]([F:43])([F:42])[CH2:38]2)[C:31]2[N:36]=[N:35][NH:34][C:32]=2[N:33]=1)([CH3:26])([CH3:25])[CH3:24].Br[CH2:45][C:46]1[CH:51]=[CH:50][CH:49]=[CH:48][C:47]=1[C:52]([F:55])([F:54])[F:53].